The task is: Predict which catalyst facilitates the given reaction.. This data is from Catalyst prediction with 721,799 reactions and 888 catalyst types from USPTO. (1) Reactant: [CH3:1][N:2]([CH3:44])[CH:3]1[CH2:8][CH2:7][CH:6]([C:9]([NH:11][C:12]2[C:16]3[CH:17]=[C:18]([O:21][C@@H:22]4[CH2:27][O:26][C@@H](C5C=CC=CC=5)[O:24][CH2:23]4)[CH:19]=[CH:20][C:15]=3[O:14][C:13]=2[C:34]([NH:36][C:37]2[CH:42]=[CH:41][C:40]([Cl:43])=[CH:39][N:38]=2)=[O:35])=[O:10])[CH2:5][CH2:4]1.Cl.C(=O)([O-])O.[Na+].C(=O)([O-])[O-].[K+].[K+]. Product: [CH3:1][N:2]([CH3:44])[C@H:3]1[CH2:8][CH2:7][C@H:6]([C:9]([NH:11][C:12]2[C:16]3[CH:17]=[C:18]([O:21][CH:22]([CH2:27][OH:26])[CH2:23][OH:24])[CH:19]=[CH:20][C:15]=3[O:14][C:13]=2[C:34]([NH:36][C:37]2[CH:42]=[CH:41][C:40]([Cl:43])=[CH:39][N:38]=2)=[O:35])=[O:10])[CH2:5][CH2:4]1. The catalyst class is: 7. (2) Reactant: Cl.[C:2]([C@H:4]1[CH2:8][CH2:7][CH2:6][N:5]1C(OC(C)(C)C)=O)#[CH:3].[CH2:16](Cl)[Cl:17].CO. Product: [Cl-:17].[C:2]([CH:4]1[CH2:8][CH2:7][CH2:6][NH2+:5]1)#[C:3][CH3:16]. The catalyst class is: 13. (3) Reactant: [CH3:1][N:2]1[CH2:7][CH2:6][CH2:5][C:4]([NH2:14])([C:8]2[CH:13]=[CH:12][CH:11]=[CH:10][CH:9]=2)[CH2:3]1.C(N(C(C)C)C(C)C)C.[CH3:24][O:25][C:26]1[CH:34]=[C:33]([C:35]([F:38])([F:37])[F:36])[CH:32]=[C:31]([C:39]([F:42])([F:41])[F:40])[C:27]=1[C:28](Cl)=[O:29]. Product: [CH3:24][O:25][C:26]1[CH:34]=[C:33]([C:35]([F:36])([F:37])[F:38])[CH:32]=[C:31]([C:39]([F:40])([F:41])[F:42])[C:27]=1[C:28]([NH:14][C:4]1([C:8]2[CH:13]=[CH:12][CH:11]=[CH:10][CH:9]=2)[CH2:5][CH2:6][CH2:7][N:2]([CH3:1])[CH2:3]1)=[O:29]. The catalyst class is: 4. (4) Product: [Cl:24][C:16]([C:15]1[CH:19]=[CH:20][C:12]([O:11][C@@H:8]2[CH2:9][CH2:10][C@H:5]([C:3]([O:2][CH3:1])=[O:4])[CH2:6][CH2:7]2)=[CH:13][CH:14]=1)=[O:17]. The catalyst class is: 120. Reactant: [CH3:1][O:2][C:3]([C@@H:5]1[CH2:10][CH2:9][C@H:8]([O:11][C:12]2[CH:20]=[CH:19][C:15]([C:16](O)=[O:17])=[CH:14][CH:13]=2)[CH2:7][CH2:6]1)=[O:4].C(Cl)(=O)C([Cl:24])=O. (5) Reactant: Cl.[NH:2]1[CH2:7][CH2:6][CH:5]([NH:8][C:9]([C:11]2[C:15]([NH:16][C:17](=[O:26])[C:18]3[C:23]([Cl:24])=[CH:22][CH:21]=[CH:20][C:19]=3[Cl:25])=[CH:14][NH:13][N:12]=2)=[O:10])[CH2:4][CH2:3]1.C(=O)(O)[O-].[Na+]. The catalyst class is: 6. Product: [NH:2]1[CH2:7][CH2:6][CH:5]([NH:8][C:9]([C:11]2[C:15]([NH:16][C:17](=[O:26])[C:18]3[C:23]([Cl:24])=[CH:22][CH:21]=[CH:20][C:19]=3[Cl:25])=[CH:14][NH:13][N:12]=2)=[O:10])[CH2:4][CH2:3]1.